This data is from Reaction yield outcomes from USPTO patents with 853,638 reactions. The task is: Predict the reaction yield, written as a fraction of the theoretical maximum amount of product (1.0 means a 100% yield; for example, 0.34 means a 34% yield). The reactants are [Cl:1][C:2]1[CH:3]=[C:4]([CH:9]=[CH:10][N:11]=1)[C:5]([O:7][CH3:8])=[O:6].[C:12]([C:16]1[CH:21]=[CH:20][C:19](B(O)O)=[CH:18][CH:17]=1)([CH3:15])([CH3:14])[CH3:13].C(=O)([O-])[O-].[K+].[K+].Cl. The catalyst is CO.[Cl-].[Na+].O.Cl[Pd]Cl.C(Cl)Cl. The product is [ClH:1].[C:12]([C:16]1[CH:21]=[CH:20][C:19]([C:2]2[CH:3]=[C:4]([CH:9]=[CH:10][N:11]=2)[C:5]([O:7][CH3:8])=[O:6])=[CH:18][CH:17]=1)([CH3:15])([CH3:14])[CH3:13]. The yield is 0.770.